From a dataset of Forward reaction prediction with 1.9M reactions from USPTO patents (1976-2016). Predict the product of the given reaction. Given the reactants Cl[C:2]1[CH:7]=[C:6]([O:8][C:9]2[CH:14]=[CH:13][C:12]([N+:15]([O-:17])=[O:16])=[CH:11][CH:10]=2)[N:5]=[CH:4][N:3]=1.[NH3:18].C(O)C.C(OCC)(=O)C.O, predict the reaction product. The product is: [N+:15]([C:12]1[CH:13]=[CH:14][C:9]([O:8][C:6]2[N:5]=[CH:4][N:3]=[C:2]([NH2:18])[CH:7]=2)=[CH:10][CH:11]=1)([O-:17])=[O:16].